From a dataset of Catalyst prediction with 721,799 reactions and 888 catalyst types from USPTO. Predict which catalyst facilitates the given reaction. (1) Reactant: [CH3:1][O:2][C:3](=[O:24])[C:4]1[CH:9]=[CH:8][C:7]([C:10]([CH2:21][CH3:22])([C:13]2[CH:18]=[CH:17][C:16]([OH:19])=[C:15]([CH3:20])[CH:14]=2)[CH2:11][CH3:12])=[CH:6][C:5]=1[CH3:23].[CH2:25]1[CH2:30][O:29][CH:28]=[CH:27][CH2:26]1.C(OCC)(=O)C. Product: [CH3:1][O:2][C:3](=[O:24])[C:4]1[CH:9]=[CH:8][C:7]([C:10]([CH2:11][CH3:12])([C:13]2[CH:18]=[CH:17][C:16]([O:19][CH:28]3[CH2:27][CH2:26][CH2:25][CH2:30][O:29]3)=[C:15]([CH3:20])[CH:14]=2)[CH2:21][CH3:22])=[CH:6][C:5]=1[CH3:23]. The catalyst class is: 4. (2) Reactant: [N:1]1[CH:2]=[N:3][N:4]2[CH:9]=[CH:8][C:7]([O:10][C:11]3[CH:16]=[CH:15][C:14]([NH:17][C:18]4[C:27]5[C:22](=[CH:23][CH:24]=[C:25]([NH:28][C:29]([NH:31][C:32]([CH3:36])([CH3:35])[CH2:33][OH:34])=S)[CH:26]=5)[N:21]=[CH:20][N:19]=4)=[CH:13][C:12]=3[CH3:37])=[CH:6][C:5]=12.O. Product: [N:1]1[CH:2]=[N:3][N:4]2[CH:9]=[CH:8][C:7]([O:10][C:11]3[CH:16]=[CH:15][C:14]([NH:17][C:18]4[C:27]5[C:22](=[CH:23][CH:24]=[C:25]([NH:28][C:29]6[O:34][CH2:33][C:32]([CH3:36])([CH3:35])[N:31]=6)[CH:26]=5)[N:21]=[CH:20][N:19]=4)=[CH:13][C:12]=3[CH3:37])=[CH:6][C:5]=12. The catalyst class is: 1. (3) Reactant: [CH2:1]([N:8]1[C:16]2[C:11](=[N:12][C:13]([Cl:17])=[CH:14][CH:15]=2)[CH:10]=[C:9]1Br)[C:2]1[CH:7]=[CH:6][CH:5]=[CH:4][CH:3]=1.[CH3:19][N:20]1[CH:24]=[C:23]([Sn](CCCC)(CCCC)CCCC)[N:22]=[CH:21]1. Product: [CH2:1]([N:8]1[C:16]2[C:11](=[N:12][C:13]([Cl:17])=[CH:14][CH:15]=2)[CH:10]=[C:9]1[C:23]1[N:22]=[CH:21][N:20]([CH3:19])[CH:24]=1)[C:2]1[CH:7]=[CH:6][CH:5]=[CH:4][CH:3]=1. The catalyst class is: 109. (4) Reactant: C(OC([N:6]1[CH2:11][CH2:10][CH:9]([C:12]2[C:20]3[C:15](=[CH:16][CH:17]=[CH:18][CH:19]=3)[N:14]([CH2:21][CH2:22][O:23][CH2:24][CH3:25])[CH:13]=2)[CH2:8][CH2:7]1)=O)C.[OH-].[K+]. Product: [CH2:24]([O:23][CH2:22][CH2:21][N:14]1[C:15]2[C:20](=[CH:19][CH:18]=[CH:17][CH:16]=2)[C:12]([CH:9]2[CH2:8][CH2:7][NH:6][CH2:11][CH2:10]2)=[CH:13]1)[CH3:25]. The catalyst class is: 41.